Dataset: Reaction yield outcomes from USPTO patents with 853,638 reactions. Task: Predict the reaction yield, written as a fraction of the theoretical maximum amount of product (1.0 means a 100% yield; for example, 0.34 means a 34% yield). (1) The reactants are [C:1]1([P:7]([C:14]2[CH:19]=[CH:18][CH:17]=[CH:16][CH:15]=2)[C:8]2[CH:13]=[CH:12][CH:11]=[CH:10][CH:9]=2)[CH:6]=[CH:5][CH:4]=[CH:3][CH:2]=1.C(Cl)(=O)C.CN([CH2:27][C:28]1[O:32][C:31]([CH3:33])=[CH:30][CH:29]=1)C.[I-:34].[Na+]. The catalyst is C(#N)C.C1(C)C=CC=CC=1.O.CCCCCC. The product is [I-:34].[CH3:33][C:31]1[O:32][C:28]([CH2:27][P+:7]([C:1]2[CH:2]=[CH:3][CH:4]=[CH:5][CH:6]=2)([C:8]2[CH:13]=[CH:12][CH:11]=[CH:10][CH:9]=2)[C:14]2[CH:15]=[CH:16][CH:17]=[CH:18][CH:19]=2)=[CH:29][CH:30]=1. The yield is 0.920. (2) The reactants are [CH3:1][C:2]1[CH:7]=[CH:6][CH:5]=[C:4]([CH3:8])[C:3]=1[C:9]1[CH:14]=[CH:13][CH:12]=[C:11]([CH2:15][NH:16][C:17]2[CH:22]=[CH:21][C:20]([CH2:23][CH2:24][C:25]([O:27][CH3:28])=[O:26])=[CH:19][CH:18]=2)[CH:10]=1.IC.[C:31](=O)([O-])[O-].[K+].[K+]. The catalyst is CC(C)=O. The product is [CH3:8][C:4]1[CH:5]=[CH:6][CH:7]=[C:2]([CH3:1])[C:3]=1[C:9]1[CH:14]=[CH:13][CH:12]=[C:11]([CH2:15][N:16]([CH3:31])[C:17]2[CH:18]=[CH:19][C:20]([CH2:23][CH2:24][C:25]([O:27][CH3:28])=[O:26])=[CH:21][CH:22]=2)[CH:10]=1. The yield is 0.480. (3) The reactants are C([O:3][C:4](=O)[C:5]([O:8][C:9]1[CH:42]=[CH:41][C:12]2[O:13][CH2:14][C:15]3[N:40]=[CH:39][CH:38]=[CH:37][C:16]=3[C:17](=[CH:18][CH2:19][CH2:20][N:21]3[CH2:26][CH2:25][C:24]([C:28]4[CH:33]=[CH:32][C:31]([Cl:34])=[CH:30][CH:29]=4)([OH:27])[C:23]([CH3:36])([CH3:35])[CH2:22]3)[C:11]=2[CH:10]=1)([CH3:7])[CH3:6])C.[H-].[Al+3].[Li+].[H-].[H-].[H-]. The catalyst is O1CCCC1.C(OCC)(=O)C. The product is [Cl:34][C:31]1[CH:32]=[CH:33][C:28]([C:24]2([OH:27])[CH2:25][CH2:26][N:21]([CH2:20][CH2:19][CH:18]=[C:17]3[C:16]4[CH:37]=[CH:38][CH:39]=[N:40][C:15]=4[CH2:14][O:13][C:12]4[CH:41]=[CH:42][C:9]([O:8][C:5]([CH3:6])([CH3:7])[CH2:4][OH:3])=[CH:10][C:11]3=4)[CH2:22][C:23]2([CH3:36])[CH3:35])=[CH:29][CH:30]=1. The yield is 0.940. (4) The reactants are [F:1][C:2]1[CH:7]=[C:6](Br)[CH:5]=[CH:4][C:3]=1[O:9][CH3:10].C([Li])CCC.[Br:16][C:17]1[CH:28]=[CH:27][C:20]([C:21](N(C)OC)=[O:22])=[CH:19][CH:18]=1.O. The catalyst is C1COCC1. The product is [Br:16][C:17]1[CH:28]=[CH:27][C:20]([C:21]([C:6]2[CH:5]=[CH:4][C:3]([O:9][CH3:10])=[C:2]([F:1])[CH:7]=2)=[O:22])=[CH:19][CH:18]=1. The yield is 0.510.